This data is from Full USPTO retrosynthesis dataset with 1.9M reactions from patents (1976-2016). The task is: Predict the reactants needed to synthesize the given product. (1) Given the product [O:23]=[C:5]1[C:4]2[C:20](=[CH:21][CH:22]=[C:2]([C:30]3[CH:31]=[C:26]([CH:27]=[CH:28][CH:29]=3)[C:24]#[N:25])[CH:3]=2)[O:19][C:7]2([CH2:12][CH2:11][CH:10]([C:13]3[CH:18]=[CH:17][CH:16]=[CH:15][CH:14]=3)[CH2:9][CH2:8]2)[CH2:6]1, predict the reactants needed to synthesize it. The reactants are: Br[C:2]1[CH:3]=[C:4]2[C:20](=[CH:21][CH:22]=1)[O:19][C:7]1([CH2:12][CH2:11][CH:10]([C:13]3[CH:18]=[CH:17][CH:16]=[CH:15][CH:14]=3)[CH2:9][CH2:8]1)[CH2:6][C:5]2=[O:23].[C:24]([C:26]1[CH:27]=[C:28](B(O)O)[CH:29]=[CH:30][CH:31]=1)#[N:25].C(=O)([O-])[O-].[Cs+].[Cs+]. (2) Given the product [O:16]=[C:14]1[N:13]([C:17]2[CH:18]=[CH:19][C:20]3[CH2:26][CH2:25][CH2:24][CH2:23][CH2:22][C:21]=3[CH:27]=2)[CH2:12][C@H:11]([CH2:10][NH:6][C:7](=[O:9])[CH3:8])[O:15]1, predict the reactants needed to synthesize it. The reactants are: COC1C=C(OC)C=CC=1C[N:6]([CH2:10][C@@H:11]1[O:15][C:14](=[O:16])[N:13]([C:17]2[CH:18]=[CH:19][C:20]3[CH2:26][CH2:25][CH2:24][CH2:23][CH2:22][C:21]=3[CH:27]=2)[CH2:12]1)[C:7](=[O:9])[CH3:8]. (3) Given the product [Cl:1][C:2]1[CH:20]=[C:19]([F:21])[C:18]([F:22])=[CH:17][C:3]=1[C:4]([NH:6][C:7]1[NH:11][N:10]=[C:9]([C:12]([OH:14])=[O:13])[CH:8]=1)=[O:5], predict the reactants needed to synthesize it. The reactants are: [Cl:1][C:2]1[CH:20]=[C:19]([F:21])[C:18]([F:22])=[CH:17][C:3]=1[C:4]([NH:6][C:7]1[NH:11][N:10]=[C:9]([C:12]([O:14]CC)=[O:13])[CH:8]=1)=[O:5].O.[OH-].[Na+].Cl.